From a dataset of Peptide-MHC class II binding affinity with 134,281 pairs from IEDB. Regression. Given a peptide amino acid sequence and an MHC pseudo amino acid sequence, predict their binding affinity value. This is MHC class II binding data. (1) The peptide sequence is AFKVAATAANAEPAN. The MHC is DRB1_0701 with pseudo-sequence DRB1_0701. The binding affinity (normalized) is 0.682. (2) The peptide sequence is ALSRVQSMFLGTGGS. The MHC is HLA-DQA10501-DQB10301 with pseudo-sequence HLA-DQA10501-DQB10301. The binding affinity (normalized) is 0.124. (3) The peptide sequence is FRDRARVPLTSNNGI. The MHC is HLA-DQA10501-DQB10301 with pseudo-sequence HLA-DQA10501-DQB10301. The binding affinity (normalized) is 0.633. (4) The peptide sequence is MSLFEVDQTKIQYVI. The MHC is DRB1_0901 with pseudo-sequence DRB1_0901. The binding affinity (normalized) is 0.168. (5) The peptide sequence is NYLALLVKFVAGDGD. The MHC is HLA-DPA10201-DPB10101 with pseudo-sequence HLA-DPA10201-DPB10101. The binding affinity (normalized) is 0.184. (6) The peptide sequence is YDKFHANVSTVLTGK. The MHC is DRB1_0802 with pseudo-sequence DRB1_0802. The binding affinity (normalized) is 0.376. (7) The peptide sequence is YRKILRQRKIDRLID. The MHC is DRB3_0202 with pseudo-sequence DRB3_0202. The binding affinity (normalized) is 0.236. (8) The peptide sequence is TSCSLMHTAVDLVNE. The MHC is DRB4_0101 with pseudo-sequence DRB4_0103. The binding affinity (normalized) is 0.510. (9) The peptide sequence is EISTNIRQAGVQYSR. The MHC is HLA-DQA10301-DQB10302 with pseudo-sequence HLA-DQA10301-DQB10302. The binding affinity (normalized) is 0.293. (10) The peptide sequence is SMPFGKTPVLEIDGK. The MHC is DRB1_1501 with pseudo-sequence DRB1_1501. The binding affinity (normalized) is 0.170.